This data is from Catalyst prediction with 721,799 reactions and 888 catalyst types from USPTO. The task is: Predict which catalyst facilitates the given reaction. Reactant: Br[C:2]1[CH:7]=[CH:6][CH:5]=[CH:4][C:3]=1[CH3:8].[Li]C(C)(C)C.N#N.[O:16]=[C:17]1[CH2:34][CH:20]2[CH2:21][N:22]([C:24]([O:26][CH2:27][C:28]3[CH:33]=[CH:32][CH:31]=[CH:30][CH:29]=3)=[O:25])[CH2:23][CH:19]2[CH2:18]1. Product: [OH:16][C:17]1([C:2]2[CH:7]=[CH:6][CH:5]=[CH:4][C:3]=2[CH3:8])[CH2:18][CH:19]2[CH2:23][N:22]([C:24]([O:26][CH2:27][C:28]3[CH:33]=[CH:32][CH:31]=[CH:30][CH:29]=3)=[O:25])[CH2:21][CH:20]2[CH2:34]1. The catalyst class is: 7.